From a dataset of P-glycoprotein inhibition data for predicting drug efflux from Broccatelli et al.. Regression/Classification. Given a drug SMILES string, predict its absorption, distribution, metabolism, or excretion properties. Task type varies by dataset: regression for continuous measurements (e.g., permeability, clearance, half-life) or binary classification for categorical outcomes (e.g., BBB penetration, CYP inhibition). Dataset: pgp_broccatelli. (1) The compound is CN(C)C(=O)Oc1cc(OC(=O)N(C)C)cc([C@H](O)CNC(C)(C)C)c1. The result is 0 (non-inhibitor). (2) The drug is CN(CCO)c1nc(N2CCCCC2)c2nc(N(C)CCO)nc(N3CCCCC3)c2n1. The result is 0 (non-inhibitor). (3) The drug is CCN(CC)c1ccc(-c2nc(-c3ccc(/C=C/C(=O)OC)cc3)[nH]c2-c2ccc(NC)cc2)cc1. The result is 1 (inhibitor). (4) The drug is COc1cc(Cc2cnc(N)nc2N)cc(OC)c1OC. The result is 0 (non-inhibitor).